Dataset: Forward reaction prediction with 1.9M reactions from USPTO patents (1976-2016). Task: Predict the product of the given reaction. (1) Given the reactants [NH2:1][C:2]1[CH:7]=[CH:6][C:5]([Br:8])=[CH:4][C:3]=1[C:9]([C:11]1[CH:16]=[CH:15][CH:14]=[CH:13][CH:12]=1)=O.[C:17]1([C:23](=[O:28])[CH2:24][C:25](=O)[CH3:26])[CH:22]=[CH:21][CH:20]=[CH:19][CH:18]=1, predict the reaction product. The product is: [Br:8][C:5]1[CH:4]=[C:3]2[C:2](=[CH:7][CH:6]=1)[N:1]=[C:25]([CH3:26])[C:24]([C:23]([C:17]1[CH:22]=[CH:21][CH:20]=[CH:19][CH:18]=1)=[O:28])=[C:9]2[C:11]1[CH:16]=[CH:15][CH:14]=[CH:13][CH:12]=1. (2) Given the reactants [CH3:1][C:2]1([CH3:35])[CH2:6][C:5]2[CH:7]=[CH:8][CH:9]=[C:10]([CH2:11][N:12]3[CH2:34][CH2:33][C:15]4([CH2:20][CH2:19][N:18]([C:21]([C:23]5[CH:28]=[CH:27][CH:26]=[CH:25][C:24]=5[CH2:29][C:30]([OH:32])=O)=[O:22])[CH2:17][CH2:16]4)[CH2:14][CH2:13]3)[C:4]=2[O:3]1.Cl.CN(C(ON1N=NC2C=CC=NC1=2)=[N+](C)C)C.F[P-](F)(F)(F)(F)F.[NH:61]1[CH2:68][CH2:67][CH2:66][C@@H:62]1[C:63]([NH2:65])=[O:64].C(N(CC)CC)C, predict the reaction product. The product is: [CH3:35][C:2]1([CH3:1])[CH2:6][C:5]2[CH:7]=[CH:8][CH:9]=[C:10]([CH2:11][N:12]3[CH2:34][CH2:33][C:15]4([CH2:20][CH2:19][N:18]([C:21]([C:23]5[CH:28]=[CH:27][CH:26]=[CH:25][C:24]=5[CH2:29][C:30]([N:61]5[CH2:68][CH2:67][CH2:66][C@@H:62]5[C:63]([NH2:65])=[O:64])=[O:32])=[O:22])[CH2:17][CH2:16]4)[CH2:14][CH2:13]3)[C:4]=2[O:3]1.